The task is: Predict the product of the given reaction.. This data is from Forward reaction prediction with 1.9M reactions from USPTO patents (1976-2016). Given the reactants [C:1]([C:3]1[CH:4]=[C:5]([C:13]2[O:17][N:16]=[C:15]([C:18]3[CH:27]=[CH:26][CH:25]=[C:24]4[C:19]=3[CH2:20][CH2:21][N:22]([C:28](=[O:39])[CH2:29][CH2:30][NH:31]C(=O)OC(C)(C)C)[CH2:23]4)[N:14]=2)[CH:6]=[CH:7][C:8]=1[O:9][CH:10]([CH3:12])[CH3:11])#[N:2].[ClH:40].CCOCC, predict the reaction product. The product is: [ClH:40].[NH2:31][CH2:30][CH2:29][C:28]([N:22]1[CH2:21][CH2:20][C:19]2[C:24](=[CH:25][CH:26]=[CH:27][C:18]=2[C:15]2[N:14]=[C:13]([C:5]3[CH:6]=[CH:7][C:8]([O:9][CH:10]([CH3:12])[CH3:11])=[C:3]([CH:4]=3)[C:1]#[N:2])[O:17][N:16]=2)[CH2:23]1)=[O:39].